Dataset: Forward reaction prediction with 1.9M reactions from USPTO patents (1976-2016). Task: Predict the product of the given reaction. Given the reactants [CH3:1][N:2]1[CH:6]=[C:5]([C:7]([OH:9])=O)[CH:4]=[N:3]1.Cl.[F:11][CH:12]1[CH2:15][NH:14][CH2:13]1, predict the reaction product. The product is: [F:11][CH:12]1[CH2:15][N:14]([C:7]([C:5]2[CH:4]=[N:3][N:2]([CH3:1])[CH:6]=2)=[O:9])[CH2:13]1.